Dataset: Full USPTO retrosynthesis dataset with 1.9M reactions from patents (1976-2016). Task: Predict the reactants needed to synthesize the given product. (1) Given the product [Br:8][C:5]1[CH:6]=[CH:7][C:2]([C:18]([C:17]2[CH:16]=[C:15]([Cl:14])[CH:26]=[C:25]([Cl:27])[CH:24]=2)=[O:19])=[N:3][CH:4]=1, predict the reactants needed to synthesize it. The reactants are: Br[C:2]1[CH:7]=[CH:6][C:5]([Br:8])=[CH:4][N:3]=1.C([Li])CCC.[Cl:14][C:15]1[CH:16]=[C:17]([CH:24]=[C:25]([Cl:27])[CH:26]=1)[C:18](N(OC)C)=[O:19].[NH4+].[Cl-]. (2) The reactants are: [CH3:1][C:2]1[C:10]([CH2:11][CH2:12][N:13]2[CH2:30][CH2:29][C:16]3([CH2:20][N:19]([C:21]4[CH:28]=[CH:27][C:24]([C:25]#[N:26])=[CH:23][N:22]=4)[CH2:18][CH2:17]3)[CH2:15][CH2:14]2)=[CH:9][CH:8]=[C:7]2[C:3]=1[CH2:4][O:5][C:6]2=[O:31].[NH2:32]O.[C:34]([O-:37])([O-])=O.[K+].[K+]. Given the product [O:37]1[CH:34]=[N:32][C:25]([C:24]2[CH:27]=[CH:28][C:21]([N:19]3[CH2:18][CH2:17][C:16]4([CH2:15][CH2:14][N:13]([CH2:12][CH2:11][C:10]5[C:2]([CH3:1])=[C:3]6[C:7](=[CH:8][CH:9]=5)[C:6](=[O:31])[O:5][CH2:4]6)[CH2:30][CH2:29]4)[CH2:20]3)=[N:22][CH:23]=2)=[N:26]1, predict the reactants needed to synthesize it. (3) Given the product [CH3:8][C:9]#[C:10][N:19]1[CH2:20][CH2:21][C@@H:16]([CH2:15][CH2:14][C:13](=[O:12])[C:26]2[C:35]3[C:30](=[CH:31][CH:32]=[C:33]([O:36][CH3:37])[CH:34]=3)[N:29]=[CH:28][CH:27]=2)[C@@H:17]([C:22]([O:24][CH3:25])=[O:23])[CH2:18]1, predict the reactants needed to synthesize it. The reactants are: C(N(CC)CC)C.[CH2:8](Br)[C:9]#[CH:10].[O:12]=[C:13]([C:26]1[C:35]2[C:30](=[CH:31][CH:32]=[C:33]([O:36][CH3:37])[CH:34]=2)[N:29]=[CH:28][CH:27]=1)[CH2:14][CH2:15][C@@H:16]1[CH2:21][CH2:20][NH:19][CH2:18][C@@H:17]1[C:22]([O:24][CH3:25])=[O:23].O.